Predict the reactants needed to synthesize the given product. From a dataset of Full USPTO retrosynthesis dataset with 1.9M reactions from patents (1976-2016). (1) Given the product [CH2:19]([O:18][C:17]([N:16]=[C:13]([NH:12][C:10]([C:3]1[C:2]([NH2:1])=[N:7][C:6]([NH2:8])=[C:5]([Cl:9])[N:4]=1)=[O:11])[NH:27][CH:28]1[CH2:29][CH2:30][N:31]([C:34]([O:36][C:37]([CH3:40])([CH3:39])[CH3:38])=[O:35])[CH2:32][CH2:33]1)=[O:26])[C:20]1[CH:25]=[CH:24][CH:23]=[CH:22][CH:21]=1, predict the reactants needed to synthesize it. The reactants are: [NH2:1][C:2]1[C:3]([C:10]([NH:12][C:13](=[N:16][C:17](=[O:26])[O:18][CH2:19][C:20]2[CH:25]=[CH:24][CH:23]=[CH:22][CH:21]=2)SC)=[O:11])=[N:4][C:5]([Cl:9])=[C:6]([NH2:8])[N:7]=1.[NH2:27][CH:28]1[CH2:33][CH2:32][N:31]([C:34]([O:36][C:37]([CH3:40])([CH3:39])[CH3:38])=[O:35])[CH2:30][CH2:29]1. (2) Given the product [NH2:1][C:2]1[N:7]=[C:6]([C:8]2[O:9][CH:10]=[CH:11][CH:12]=2)[C:5]([C:13]#[N:14])=[C:4]([NH:25][CH2:24][C:23]2[CH:22]=[CH:21][C:20]([C:19]([F:18])([F:28])[F:29])=[CH:27][CH:26]=2)[N:3]=1, predict the reactants needed to synthesize it. The reactants are: [NH2:1][C:2]1[N:7]=[C:6]([C:8]2[O:9][CH:10]=[CH:11][CH:12]=2)[C:5]([C:13]#[N:14])=[C:4](S(C)=O)[N:3]=1.[F:18][C:19]([F:29])([F:28])[C:20]1[CH:27]=[CH:26][C:23]([CH2:24][NH2:25])=[CH:22][CH:21]=1. (3) Given the product [NH2:1][C:2]1[C:11]2[N:12]=[C:13]([CH2:39][CH2:40][O:41][CH3:42])[N:14]([CH2:15][CH2:16][CH2:17][N:18]([CH2:27][C:28]3[CH:29]=[C:30]([CH:36]=[CH:37][CH:38]=3)[O:31][CH2:32][C:33]([O:35][CH2:5][CH2:4][CH2:9][CH3:8])=[O:34])[C:19](=[O:26])[CH2:20][N:21]([CH2:24][CH3:25])[CH2:22][CH3:23])[C:10]=2[C:9]2[CH:8]=[CH:7][CH:6]=[CH:5][C:4]=2[N:3]=1, predict the reactants needed to synthesize it. The reactants are: [NH2:1][C:2]1[C:11]2[N:12]=[C:13]([CH2:39][CH2:40][O:41][CH3:42])[N:14]([CH2:15][CH2:16][CH2:17][N:18]([CH2:27][C:28]3[CH:29]=[C:30]([CH:36]=[CH:37][CH:38]=3)[O:31][CH2:32][C:33]([OH:35])=[O:34])[C:19](=[O:26])[CH2:20][N:21]([CH2:24][CH3:25])[CH2:22][CH3:23])[C:10]=2[C:9]2[CH:8]=[CH:7][CH:6]=[CH:5][C:4]=2[N:3]=1. (4) Given the product [C:1]1([CH:7]([NH:9][CH2:10][CH2:12][CH:13]2[CH2:18][CH2:17][N:16]([CH2:19][C:20]3[CH:25]=[CH:24][C:23]([F:26])=[CH:22][CH:21]=3)[CH2:15][CH2:14]2)[CH3:8])[CH:2]=[CH:3][CH:4]=[CH:5][CH:6]=1, predict the reactants needed to synthesize it. The reactants are: [C:1]1([CH:7]([NH:9][C:10]([CH2:12][CH:13]2[CH2:18][CH2:17][N:16]([CH2:19][C:20]3[CH:25]=[CH:24][C:23]([F:26])=[CH:22][CH:21]=3)[CH2:15][CH2:14]2)=O)[CH3:8])[CH:6]=[CH:5][CH:4]=[CH:3][CH:2]=1.B.C1COCC1. (5) Given the product [Cl:24][C:23]1[C:18]([O:17][C:7]2[CH:8]=[C:9]([O:12][CH2:13][CH2:14][O:15][CH3:16])[CH:10]=[CH:11][C:6]=2[CH2:5][C:35]([CH3:37])([CH3:36])[C:34]([O:38][CH3:39])=[O:33])=[N:19][CH:20]=[C:21]([C:25]([F:27])([F:28])[F:26])[CH:22]=1, predict the reactants needed to synthesize it. The reactants are: C(O[CH2:5][C:6]1[CH:11]=[CH:10][C:9]([O:12][CH2:13][CH2:14][O:15][CH3:16])=[CH:8][C:7]=1[O:17][C:18]1[C:23]([Cl:24])=[CH:22][C:21]([C:25]([F:28])([F:27])[F:26])=[CH:20][N:19]=1)(=O)C.C[Si]([O:33][C:34]([O:38][CH3:39])=[C:35]([CH3:37])[CH3:36])(C)C.Cl([O-])(=O)(=O)=O.[Mg+2].Cl([O-])(=O)(=O)=O.O. (6) The reactants are: [Cl:1][C:2]1[CH:11]=[CH:10][C:9]2[C:4](=[C:5]([C:12]([OH:14])=O)[CH:6]=[CH:7][CH:8]=2)[N:3]=1.[NH2:15][C:16]1[C:17]([OH:23])=[N:18][CH:19]=[CH:20][C:21]=1[OH:22].CN(C(ON1N=NC2C=CC=NC1=2)=[N+](C)C)C.F[P-](F)(F)(F)(F)F.C(N(C(C)C)C(C)C)C. Given the product [Cl:1][C:2]1[CH:11]=[CH:10][C:9]2[C:4](=[C:5]([C:12]([NH:15][C:16]3[C:17]([OH:23])=[N:18][CH:19]=[CH:20][C:21]=3[OH:22])=[O:14])[CH:6]=[CH:7][CH:8]=2)[N:3]=1, predict the reactants needed to synthesize it.